This data is from NCI-60 drug combinations with 297,098 pairs across 59 cell lines. The task is: Regression. Given two drug SMILES strings and cell line genomic features, predict the synergy score measuring deviation from expected non-interaction effect. (1) Drug 1: CC(CN1CC(=O)NC(=O)C1)N2CC(=O)NC(=O)C2. Drug 2: COC1=C2C(=CC3=C1OC=C3)C=CC(=O)O2. Cell line: DU-145. Synergy scores: CSS=4.98, Synergy_ZIP=-6.41, Synergy_Bliss=-0.00729, Synergy_Loewe=-1.29, Synergy_HSA=-0.0578. (2) Drug 1: CCC1=C2CN3C(=CC4=C(C3=O)COC(=O)C4(CC)O)C2=NC5=C1C=C(C=C5)O. Cell line: MCF7. Drug 2: C#CCC(CC1=CN=C2C(=N1)C(=NC(=N2)N)N)C3=CC=C(C=C3)C(=O)NC(CCC(=O)O)C(=O)O. Synergy scores: CSS=32.7, Synergy_ZIP=-3.55, Synergy_Bliss=-4.34, Synergy_Loewe=-1.72, Synergy_HSA=-1.30.